Dataset: Forward reaction prediction with 1.9M reactions from USPTO patents (1976-2016). Task: Predict the product of the given reaction. (1) Given the reactants C([Li])CCC.Br[C:7]1[CH:18]=[CH:17][C:10]([CH2:11][N:12]2[CH2:16][CH2:15][CH2:14][CH2:13]2)=[C:9]([F:19])[CH:8]=1.[O:20]=[C:21]1[CH2:24][CH:23]([C:25]([OH:27])=[O:26])[CH2:22]1, predict the reaction product. The product is: [F:19][C:9]1[CH:8]=[C:7]([C:21]2([OH:20])[CH2:24][CH:23]([C:25]([OH:27])=[O:26])[CH2:22]2)[CH:18]=[CH:17][C:10]=1[CH2:11][N:12]1[CH2:16][CH2:15][CH2:14][CH2:13]1. (2) The product is: [NH2:13][C:9]1[CH:8]=[C:7]([N:2]([CH3:1])[C:3](=[O:6])[CH:4]=[CH2:5])[CH:12]=[CH:11][CH:10]=1. Given the reactants [CH3:1][N:2]([C:7]1[CH:12]=[CH:11][CH:10]=[C:9]([N+:13]([O-])=O)[CH:8]=1)[C:3](=[O:6])[CH:4]=[CH2:5].[NH4+].[Cl-], predict the reaction product.